Dataset: Catalyst prediction with 721,799 reactions and 888 catalyst types from USPTO. Task: Predict which catalyst facilitates the given reaction. Reactant: F[C:2]1[C:3]([CH3:22])=[N:4][C:5]2[C:10]([N:11]=1)=[C:9]([C:12]1[NH:21][C:15]3[N:16]=[CH:17][NH:18][C:19](=[O:20])[C:14]=3[CH:13]=1)[CH:8]=[CH:7][CH:6]=2.[NH2:23][C:24]([CH3:28])([CH3:27])[CH2:25][OH:26]. Product: [OH:26][CH2:25][C:24]([NH:23][C:2]1[C:3]([CH3:22])=[N:4][C:5]2[C:10]([N:11]=1)=[C:9]([C:12]1[NH:21][C:15]3[N:16]=[CH:17][NH:18][C:19](=[O:20])[C:14]=3[CH:13]=1)[CH:8]=[CH:7][CH:6]=2)([CH3:28])[CH3:27]. The catalyst class is: 16.